Dataset: Full USPTO retrosynthesis dataset with 1.9M reactions from patents (1976-2016). Task: Predict the reactants needed to synthesize the given product. Given the product [Br:8][C:7]1[C:2]([NH:23][C:21]2[CH:22]=[C:18]([CH:15]3[CH2:17][CH2:16]3)[NH:19][N:20]=2)=[N:3][C:4]([C:9]2[CH:14]=[CH:13][CH:12]=[CH:11][CH:10]=2)=[N:5][CH:6]=1, predict the reactants needed to synthesize it. The reactants are: Br[C:2]1[C:7]([Br:8])=[CH:6][N:5]=[C:4]([C:9]2[CH:14]=[CH:13][CH:12]=[CH:11][CH:10]=2)[N:3]=1.[CH:15]1([C:18]2[CH:22]=[C:21]([NH2:23])[NH:20][N:19]=2)[CH2:17][CH2:16]1.